This data is from Full USPTO retrosynthesis dataset with 1.9M reactions from patents (1976-2016). The task is: Predict the reactants needed to synthesize the given product. (1) Given the product [C:1]1([CH:7]=[CH:8][C:9]2[CH:14]=[CH:13][CH:12]=[CH:11][C:10]=2[NH2:15])[CH:2]=[CH:3][CH:4]=[CH:5][CH:6]=1, predict the reactants needed to synthesize it. The reactants are: [C:1]1([CH:7]=[CH:8][C:9]2[CH:14]=[CH:13][CH:12]=[CH:11][C:10]=2[N+:15]([O-])=O)[CH:6]=[CH:5][CH:4]=[CH:3][CH:2]=1.Cl.[Sn]. (2) Given the product [Cl:14][C:15]1[CH:20]=[CH:19][C:18]([NH:21][C:22](=[O:29])[CH2:23][O:24][CH2:25][C:26]([NH:10][C:9]2[CH:11]=[CH:12][CH:13]=[C:7]([CH2:6][C:3]3[CH:4]=[CH:5][O:1][CH:2]=3)[CH:8]=2)=[O:27])=[C:17]([CH:16]=1)[C:30]([OH:32])=[O:31], predict the reactants needed to synthesize it. The reactants are: [O:1]1[CH:5]=[CH:4][C:3]([CH2:6][C:7]2[CH:8]=[C:9]([CH:11]=[CH:12][CH:13]=2)[NH2:10])=[CH:2]1.[Cl:14][C:15]1[CH:20]=[CH:19][C:18]([NH:21][C:22](=[O:29])[CH2:23][O:24][CH2:25][C:26](O)=[O:27])=[C:17]([C:30]([O:32]C)=[O:31])[CH:16]=1. (3) Given the product [C:18]([CH2:17][CH2:16][CH2:15][C:11]1[C:10](=[O:12])[C:9]2[C:4]([C:3](=[O:13])[C:2]=1[CH3:1])=[CH:5][CH:6]=[CH:7][CH:8]=2)([OH:20])=[O:19], predict the reactants needed to synthesize it. The reactants are: [CH3:1][C:2]1[C:3](=[O:13])[C:4]2[C:9]([C:10](=[O:12])[CH:11]=1)=[CH:8][CH:7]=[CH:6][CH:5]=2.C(O)(=O)[CH2:15][CH2:16][CH2:17][C:18]([OH:20])=[O:19].CC#N.O. (4) The reactants are: [CH:1]([C:3]1[CH:8]=[CH:7][C:6](/[CH:9]=[CH:10]/[C:11]([O:13][CH2:14][CH3:15])=[O:12])=[CH:5][CH:4]=1)=O.[N:16]1([C:22]2[CH:23]=[CH:24][C:25]3[N:26]([C:28]([C:31]([F:34])([F:33])[F:32])=[N:29][N:30]=3)[N:27]=2)[CH2:21][CH2:20][NH:19][CH2:18][CH2:17]1. Given the product [F:34][C:31]([F:32])([F:33])[C:28]1[N:26]2[N:27]=[C:22]([N:16]3[CH2:21][CH2:20][N:19]([CH2:1][C:3]4[CH:8]=[CH:7][C:6](/[CH:9]=[CH:10]/[C:11]([O:13][CH2:14][CH3:15])=[O:12])=[CH:5][CH:4]=4)[CH2:18][CH2:17]3)[CH:23]=[CH:24][C:25]2=[N:30][N:29]=1, predict the reactants needed to synthesize it.